This data is from CYP2D6 inhibition data for predicting drug metabolism from PubChem BioAssay. The task is: Regression/Classification. Given a drug SMILES string, predict its absorption, distribution, metabolism, or excretion properties. Task type varies by dataset: regression for continuous measurements (e.g., permeability, clearance, half-life) or binary classification for categorical outcomes (e.g., BBB penetration, CYP inhibition). Dataset: cyp2d6_veith. (1) The drug is O=C(COc1cccc2ccccc12)N1c2ccccc2CCc2ccccc21. The result is 0 (non-inhibitor). (2) The drug is N#CC(C#N)=C(N)/C(C#N)=C/c1ccc(O)cc1. The result is 0 (non-inhibitor). (3) The compound is CCc1cccc(CC)c1NC(=O)CN(CC(=O)O)CC(=O)O. The result is 0 (non-inhibitor). (4) The compound is Cc1cccc(CNc2ncnc3ccc(-c4ccoc4)cc23)c1. The result is 1 (inhibitor).